This data is from Forward reaction prediction with 1.9M reactions from USPTO patents (1976-2016). The task is: Predict the product of the given reaction. (1) Given the reactants [C:1]([O:5][C:6]([N:8]1[CH2:13][CH2:12][CH:11]([NH:14][CH2:15][C:16]2[C:21]([CH3:22])=[CH:20][C:19]([CH3:23])=[CH:18][N:17]=2)[CH2:10][CH2:9]1)=[O:7])([CH3:4])([CH3:3])[CH3:2].[CH2:24]([N:27]1[C:31]2[CH:32]=[CH:33][CH:34]=[CH:35][C:30]=2[N:29]=[C:28]1[CH:36]=O)[CH:25]=[CH2:26].[BH-](OC(C)=O)(OC(C)=O)OC(C)=O.[Na+], predict the reaction product. The product is: [C:1]([O:5][C:6]([N:8]1[CH2:13][CH2:12][CH:11]([N:14]([CH2:36][C:28]2[N:27]([CH2:24][CH:25]=[CH2:26])[C:31]3[CH:32]=[CH:33][CH:34]=[CH:35][C:30]=3[N:29]=2)[CH2:15][C:16]2[C:21]([CH3:22])=[CH:20][C:19]([CH3:23])=[CH:18][N:17]=2)[CH2:10][CH2:9]1)=[O:7])([CH3:4])([CH3:3])[CH3:2]. (2) Given the reactants [N:1]1[CH:6]=[CH:5][C:4]([CH:7]=O)=[CH:3][CH:2]=1.C(O)(=O)[CH2:10][C:11]([OH:13])=[O:12].N1CCCCC1.Cl, predict the reaction product. The product is: [N:1]1[CH:2]=[CH:3][C:4](/[CH:7]=[CH:10]/[C:11]([OH:13])=[O:12])=[CH:5][CH:6]=1. (3) The product is: [Cl:30][C:6]1[N:1]=[CH:2][C:3]([C:7]2[CH:8]=[CH:9][C:10]3[N:11]([C:13]([CH:16]=[O:17])=[CH:14][N:15]=3)[CH:12]=2)=[CH:4][CH:5]=1. Given the reactants [N:1]1[CH:6]=[CH:5][CH:4]=[C:3]([C:7]2[CH:8]=[CH:9][C:10]3[N:11]([C:13]([CH:16]=[O:17])=[CH:14][N:15]=3)[CH:12]=2)[CH:2]=1.BrC1C=CC2N(C(C=O)=CN=2)C=1.[Cl:30]C1N=CC(B(O)O)=CC=1, predict the reaction product. (4) Given the reactants [C:1]([C:5]1[CH:10]=[CH:9][C:8]([N:11]2[C:15](=[O:16])[C:14]([CH3:18])([CH3:17])[N:13]([CH2:19][C:20]3[CH:25]=[CH:24][N:23]4[O:26][C:27](=S)[N:28]=[C:22]4[CH:21]=3)[C:12]2=[O:30])=[CH:7][CH:6]=1)([CH3:4])([CH3:3])[CH3:2], predict the reaction product. The product is: [C:1]([C:5]1[CH:10]=[CH:9][C:8]([N:11]2[C:15](=[O:16])[C:14]([CH3:18])([CH3:17])[N:13]([CH2:19][C:20]3[CH:25]=[CH:24][N:23]=[C:22]([NH:28][C:27]([NH:13][CH2:14][CH2:15][N:11]([CH3:12])[CH3:8])=[O:26])[CH:21]=3)[C:12]2=[O:30])=[CH:7][CH:6]=1)([CH3:4])([CH3:3])[CH3:2]. (5) Given the reactants Cl.[NH2:2][OH:3].C(=O)(O)[O-].[Na+].[Si:9]([O:16][CH2:17][CH:18]([C:20]1[N:28]([CH2:29][C@H:30]2[CH2:35][CH2:34][C@H:33]([CH3:36])[CH2:32][CH2:31]2)[C:27]2[C:22](=[N:23][C:24]([C:44]#[N:45])=[N:25][C:26]=2[NH:37][C@@H:38]([CH:40]2[CH2:43][CH2:42][CH2:41]2)[CH3:39])[N:21]=1)[OH:19])([C:12]([CH3:15])([CH3:14])[CH3:13])([CH3:11])[CH3:10], predict the reaction product. The product is: [Si:9]([O:16][CH2:17][CH:18]([C:20]1[N:28]([CH2:29][C@H:30]2[CH2:31][CH2:32][C@H:33]([CH3:36])[CH2:34][CH2:35]2)[C:27]2[C:22](=[N:23][C:24]([C:44](=[NH:45])[NH:2][OH:3])=[N:25][C:26]=2[NH:37][C@@H:38]([CH:40]2[CH2:41][CH2:42][CH2:43]2)[CH3:39])[N:21]=1)[OH:19])([C:12]([CH3:15])([CH3:14])[CH3:13])([CH3:10])[CH3:11]. (6) Given the reactants [Cl:1][C:2]1[CH:3]=[CH:4][C:5]([O:26][CH2:27][CH:28]([CH3:30])[CH3:29])=[C:6]([CH2:8][N:9]2[C:13]([CH3:14])=[CH:12][C:11]([C:15]([NH:17][C:18]3[CH:23]=[CH:22][C:21]([CH:24]=O)=[CH:20][N:19]=3)=[O:16])=[N:10]2)[CH:7]=1.[CH3:31][NH2:32].[BH-](OC(C)=O)(OC(C)=O)OC(C)=O.[Na+].C(O)(=O)C, predict the reaction product. The product is: [Cl:1][C:2]1[CH:3]=[CH:4][C:5]([O:26][CH2:27][CH:28]([CH3:30])[CH3:29])=[C:6]([CH2:8][N:9]2[C:13]([CH3:14])=[CH:12][C:11]([C:15]([NH:17][C:18]3[CH:23]=[CH:22][C:21]([CH2:24][NH:32][CH3:31])=[CH:20][N:19]=3)=[O:16])=[N:10]2)[CH:7]=1. (7) Given the reactants FC(F)(F)C(O)=O.[CH2:8]([O:12][C:13]1[N:21]=[C:20]2[C:16]([N:17]=[C:18]([O:22][CH3:23])[NH:19]2)=[C:15]([NH2:24])[N:14]=1)[CH2:9][CH2:10][CH3:11].C(=O)([O-])[O-].[K+].[K+].CS(O[CH2:36][CH2:37][CH:38]1[CH2:43][CH2:42][CH2:41][CH2:40][O:39]1)(=O)=O, predict the reaction product. The product is: [CH2:8]([O:12][C:13]1[N:21]=[C:20]2[C:16]([N:17]=[C:18]([O:22][CH3:23])[N:19]2[CH2:36][CH2:37][CH:38]2[CH2:43][CH2:42][CH2:41][CH2:40][O:39]2)=[C:15]([NH2:24])[N:14]=1)[CH2:9][CH2:10][CH3:11]. (8) Given the reactants [CH3:1][NH2:2].[F:3][C:4]1[CH:26]=[CH:25][C:7]([CH2:8][N:9]2[CH2:14][CH2:13][N:12]3[CH:15]=[C:16]([C:19]([O:21]CC)=O)[C:17]([OH:18])=[C:11]3[C:10]2=[O:24])=[CH:6][CH:5]=1.[Cl-].[Al+3].[Cl-].[Cl-], predict the reaction product. The product is: [F:3][C:4]1[CH:26]=[CH:25][C:7]([CH2:8][N:9]2[CH2:14][CH2:13][N:12]3[CH:15]=[C:16]([C:19]([NH:2][CH3:1])=[O:21])[C:17]([OH:18])=[C:11]3[C:10]2=[O:24])=[CH:6][CH:5]=1. (9) Given the reactants [F:1][C:2]1[CH:15]=[CH:14][CH:13]=[C:12]([F:16])[C:3]=1[C:4]([NH:6][C:7]([CH3:11])([CH3:10])[CH2:8][OH:9])=O.S(Cl)(Cl)=O, predict the reaction product. The product is: [F:1][C:2]1[CH:15]=[CH:14][CH:13]=[C:12]([F:16])[C:3]=1[C:4]1[O:9][CH2:8][C:7]([CH3:11])([CH3:10])[N:6]=1.